This data is from HIV replication inhibition screening data with 41,000+ compounds from the AIDS Antiviral Screen. The task is: Binary Classification. Given a drug SMILES string, predict its activity (active/inactive) in a high-throughput screening assay against a specified biological target. The compound is CCCCNC(=S)Nc1nc(C(=O)NNC(=S)NCC)cs1. The result is 0 (inactive).